From a dataset of Catalyst prediction with 721,799 reactions and 888 catalyst types from USPTO. Predict which catalyst facilitates the given reaction. (1) Reactant: [C:1]([O:5][C:6]([N:8]1[CH2:17][CH2:16][C:15]2[C:10](=[CH:11][C:12]([OH:18])=[CH:13][CH:14]=2)[CH2:9]1)=[O:7])([CH3:4])([CH3:3])[CH3:2].[CH2:19]([O:26][C:27]([N:29]1[CH2:34][CH2:33][CH:32]([CH2:35]O)[CH2:31][CH2:30]1)=[O:28])[C:20]1[CH:25]=[CH:24][CH:23]=[CH:22][CH:21]=1.C1(P(C2C=CC=CC=2)C2C=CC=CC=2)C=CC=CC=1.N(C(OC(C)C)=O)=NC(OC(C)C)=O. Product: [CH2:19]([O:26][C:27]([N:29]1[CH2:34][CH2:33][CH:32]([CH2:35][O:18][C:12]2[CH:11]=[C:10]3[C:15]([CH2:16][CH2:17][N:8]([C:6]([O:5][C:1]([CH3:4])([CH3:2])[CH3:3])=[O:7])[CH2:9]3)=[CH:14][CH:13]=2)[CH2:31][CH2:30]1)=[O:28])[C:20]1[CH:21]=[CH:22][CH:23]=[CH:24][CH:25]=1. The catalyst class is: 7. (2) Reactant: C([NH:8][C:9]1[CH:14]=[C:13]([C:15]2[C:16]([C:24]3[CH:29]=[CH:28][C:27]([F:30])=[CH:26][CH:25]=3)=[N:17][N:18]3[CH2:23][CH2:22][CH2:21][CH2:20][C:19]=23)[CH:12]=[CH:11][N:10]=1)C1C=CC=CC=1. Product: [F:30][C:27]1[CH:28]=[CH:29][C:24]([C:16]2[C:15]([C:13]3[CH:12]=[CH:11][N:10]=[C:9]([NH2:8])[CH:14]=3)=[C:19]3[CH2:20][CH2:21][CH2:22][CH2:23][N:18]3[N:17]=2)=[CH:25][CH:26]=1. The catalyst class is: 65. (3) Reactant: [C:1]([O:5][C:6]([N:8]1[CH2:12][C@@H:11]([C:13]2[CH:18]=[CH:17][C:16]([F:19])=[CH:15][CH:14]=2)[CH2:10][C@H:9]1[C:20](O)=[O:21])=[O:7])([CH3:4])([CH3:3])[CH3:2].[F:23][C:24]1[CH:29]=[CH:28][C:27]([C@H:30]2[CH2:34][CH2:33][NH:32][CH2:31]2)=[CH:26][CH:25]=1.CN(C(ON1N=NC2C=CC=NC1=2)=[N+](C)C)C.F[P-](F)(F)(F)(F)F.CCN(C(C)C)C(C)C. Product: [F:19][C:16]1[CH:15]=[CH:14][C:13]([C@@H:11]2[CH2:12][N:8]([C:6]([O:5][C:1]([CH3:3])([CH3:4])[CH3:2])=[O:7])[C@H:9]([C:20]([N:32]3[CH2:33][CH2:34][C@H:30]([C:27]4[CH:28]=[CH:29][C:24]([F:23])=[CH:25][CH:26]=4)[CH2:31]3)=[O:21])[CH2:10]2)=[CH:18][CH:17]=1. The catalyst class is: 85. (4) Reactant: [Br:1][C:2]1[CH:3]=[C:4]([C:8]2[CH:9]=[N:10][NH:11][CH:12]=2)[CH:5]=[CH:6][CH:7]=1.C(=O)(OC(C)(C)C)[O:14][C:15]([O:17][C:18]([CH3:21])([CH3:20])[CH3:19])=O. Product: [Br:1][C:2]1[CH:3]=[C:4]([C:8]2[CH:12]=[N:11][N:10]([C:15]([O:17][C:18]([CH3:21])([CH3:20])[CH3:19])=[O:14])[CH:9]=2)[CH:5]=[CH:6][CH:7]=1. The catalyst class is: 251.